This data is from Reaction yield outcomes from USPTO patents with 853,638 reactions. The task is: Predict the reaction yield, written as a fraction of the theoretical maximum amount of product (1.0 means a 100% yield; for example, 0.34 means a 34% yield). (1) The reactants are [C:1]([C:5]1[CH:9]=[C:8]([NH:10][C:11]([NH:13][C:14]2[CH:19]=[C:18]([C:20]3[C:31](=[O:32])[N:30]([CH3:33])[C:23]4[N:24]=[C:25](SC)[N:26]=[CH:27][C:22]=4[CH:21]=3)[CH:17]=[CH:16][C:15]=2[F:34])=[O:12])[N:7]([CH3:35])[N:6]=1)([CH3:4])([CH3:3])[CH3:2].[CH3:36][NH2:37].Cl.Cl. No catalyst specified. The product is [C:1]([C:5]1[CH:9]=[C:8]([NH:10][C:11]([NH:13][C:14]2[CH:19]=[C:18]([C:20]3[C:31](=[O:32])[N:30]([CH3:33])[C:23]4[N:24]=[C:25]([NH:37][CH3:36])[N:26]=[CH:27][C:22]=4[CH:21]=3)[CH:17]=[CH:16][C:15]=2[F:34])=[O:12])[N:7]([CH3:35])[N:6]=1)([CH3:4])([CH3:3])[CH3:2]. The yield is 0.240. (2) The reactants are [C:1]([C:5]1[N:10]=[C:9]([N:11]2[CH2:16][CH2:15][N:14]([CH2:17][CH2:18][CH2:19][CH2:20][NH2:21])[CH2:13][CH2:12]2)[CH:8]=[C:7]([C:22]([F:25])([F:24])[F:23])[N:6]=1)([CH3:4])([CH3:3])[CH3:2].C1N=CN([C:31](N2C=NC=C2)=[O:32])C=1.[NH:38]1[C:46]2[C:41](=[CH:42][CH:43]=[CH:44][CH:45]=2)[CH2:40][CH2:39]1. The catalyst is C(Cl)(Cl)Cl.CO. The product is [C:1]([C:5]1[N:10]=[C:9]([N:11]2[CH2:16][CH2:15][N:14]([CH2:17][CH2:18][CH2:19][CH2:20][NH:21][C:31]([N:38]3[C:46]4[C:41](=[CH:42][CH:43]=[CH:44][CH:45]=4)[CH2:40][CH2:39]3)=[O:32])[CH2:13][CH2:12]2)[CH:8]=[C:7]([C:22]([F:24])([F:25])[F:23])[N:6]=1)([CH3:4])([CH3:2])[CH3:3]. The yield is 0.200. (3) The reactants are [NH2:1][C:2]1[N:3]=[C:4]([C:17]2[CH:18]=[C:19]([O:23][CH2:24][C@@H:25]([NH:33][C:34](=[O:40])[O:35][C:36]([CH3:39])([CH3:38])[CH3:37])[CH2:26][C:27]3[CH:32]=[CH:31][CH:30]=[CH:29][CH:28]=3)[CH:20]=[N:21][CH:22]=2)[CH:5]=[C:6]2[C:11]=1[CH:10]=[N:9][C:8]1[CH:12]=[C:13](Br)[CH:14]=[CH:15][C:7]2=1.[CH2:41]([N:45]1[CH:49]=[CH:48][N:47]=[CH:46]1)[CH2:42][C:43]#[CH:44].C1C=CC(P(C2C=CC=CC=2)C2C=CC=CC=2)=CC=1.CCN(CC)CC. The catalyst is CN1C(=O)CCC1.O.[Cu]I. The product is [NH2:1][C:2]1[N:3]=[C:4]([C:17]2[CH:18]=[C:19]([O:23][CH2:24][C@@H:25]([NH:33][C:34](=[O:40])[O:35][C:36]([CH3:39])([CH3:38])[CH3:37])[CH2:26][C:27]3[CH:32]=[CH:31][CH:30]=[CH:29][CH:28]=3)[CH:20]=[N:21][CH:22]=2)[CH:5]=[C:6]2[C:11]=1[CH:10]=[N:9][C:8]1[CH:12]=[C:13]([C:44]#[C:43][CH2:42][CH2:41][N:45]3[CH:49]=[CH:48][N:47]=[CH:46]3)[CH:14]=[CH:15][C:7]2=1. The yield is 0.510. (4) The reactants are [C:14]1(P([C:14]2[CH:19]=[CH:18][CH:17]=[CH:16][CH:15]=2)[C:14]2[CH:19]=[CH:18][CH:17]=[CH:16][CH:15]=2)[CH:19]=[CH:18][CH:17]=[CH:16][CH:15]=1.[C:20]([O:24][C:25]([NH:27][CH2:28][CH2:29][C:30](O)=[O:31])=[O:26])([CH3:23])([CH3:22])[CH3:21].C1(B(O)O)C=CC=CC=1.O.CC(C)(C)C(OC(=O)C(C)(C)C)=O. The catalyst is C1COCC1.C([O-])(=O)C.[Pd+2].C([O-])(=O)C. The product is [C:14]1([C:30]([CH2:29][CH2:28][NH:27][C:25]([O:24][C:20]([CH3:23])([CH3:22])[CH3:21])=[O:26])=[O:31])[CH:15]=[CH:16][CH:17]=[CH:18][CH:19]=1. The yield is 0.680. (5) The reactants are [CH3:1][N:2]1[C:6]([CH2:7][O:8][C:9]2[CH:10]=[C:11]3[C:16](=[CH:17][CH:18]=2)[CH:15]=[C:14]([C:19]2[C:27]4[C:22](=[CH:23][CH:24]=[C:25]([C:28]#[N:29])[CH:26]=4)[N:21](C4CCCCO4)[N:20]=2)[CH:13]=[CH:12]3)=[CH:5][N:4]=[CH:3]1.[CH2:36]([OH:38])[CH3:37]. No catalyst specified. The product is [CH2:36]([O:38][C:28]([C:25]1[CH:26]=[C:27]2[C:22](=[CH:23][CH:24]=1)[NH:21][N:20]=[C:19]2[C:14]1[CH:13]=[CH:12][C:11]2[C:16](=[CH:17][CH:18]=[C:9]([O:8][CH2:7][C:6]3[N:2]([CH3:1])[CH:3]=[N:4][CH:5]=3)[CH:10]=2)[CH:15]=1)=[NH:29])[CH3:37]. The yield is 1.00. (6) The reactants are [CH2:1]([O:3][CH:4]([O:11][CH2:12][CH3:13])[C:5]#[C:6][CH:7]([OH:10])[CH2:8][CH3:9])[CH3:2]. The catalyst is ClCCl.O=[Mn]=O. The product is [CH2:12]([O:11][CH:4]([O:3][CH2:1][CH3:2])[C:5]#[C:6][C:7](=[O:10])[CH2:8][CH3:9])[CH3:13]. The yield is 0.340. (7) The reactants are [Cl-].O[NH3+:3].[C:4](=[O:7])([O-])[OH:5].[Na+].CS(C)=O.[F:13][C:14]1[CH:15]=[C:16]([N:22]2[C:27](=[O:28])[C:26]([CH2:29][C:30]3[CH:35]=[CH:34][C:33]([C:36]4[C:37]([C:42]#[N:43])=[CH:38][CH:39]=[CH:40][CH:41]=4)=[CH:32][CH:31]=3)=[C:25]([CH2:44][CH2:45][CH3:46])[N:24]3[N:47]=[CH:48][N:49]=[C:23]23)[CH:17]=[CH:18][C:19]=1[O:20][CH3:21]. The catalyst is C(OCC)(=O)C. The product is [F:13][C:14]1[CH:15]=[C:16]([N:22]2[C:27](=[O:28])[C:26]([CH2:29][C:30]3[CH:31]=[CH:32][C:33]([C:36]4[CH:41]=[CH:40][CH:39]=[CH:38][C:37]=4[C:42]4[NH:3][C:4](=[O:7])[O:5][N:43]=4)=[CH:34][CH:35]=3)=[C:25]([CH2:44][CH2:45][CH3:46])[N:24]3[N:47]=[CH:48][N:49]=[C:23]23)[CH:17]=[CH:18][C:19]=1[O:20][CH3:21]. The yield is 0.600. (8) The reactants are C([C:4]([C@H:6]([C@@H:8]([C@@H:10]([N:13]=[N+:14]=[N-:15])[CH2:11][OH:12])[OH:9])[OH:7])=[O:5])C=C.O. The catalyst is CO.[Pd](Cl)Cl. The product is [N:13]([C@@H:10]([CH2:11][OH:12])[C@@H:8]([OH:9])[C@H:6]([OH:7])[CH:4]=[O:5])=[N+:14]=[N-:15]. The yield is 0.620. (9) The reactants are [CH2:1]([C:8]1[C:9]([OH:20])=[N:10][C:11]([N:14]2[CH2:19][CH2:18][NH:17][CH2:16][CH2:15]2)=[N:12][CH:13]=1)[C:2]1[CH:7]=[CH:6][CH:5]=[CH:4][CH:3]=1.C(N(CC)CC)C.[C:28](O[C:28]([O:30][C:31]([CH3:34])([CH3:33])[CH3:32])=[O:29])([O:30][C:31]([CH3:34])([CH3:33])[CH3:32])=[O:29]. The catalyst is C1COCC1.C(OCC)(=O)C. The product is [CH2:1]([C:8]1[C:9]([OH:20])=[N:10][C:11]([N:14]2[CH2:15][CH2:16][N:17]([C:28]([O:30][C:31]([CH3:34])([CH3:33])[CH3:32])=[O:29])[CH2:18][CH2:19]2)=[N:12][CH:13]=1)[C:2]1[CH:3]=[CH:4][CH:5]=[CH:6][CH:7]=1. The yield is 0.410.